From a dataset of Catalyst prediction with 721,799 reactions and 888 catalyst types from USPTO. Predict which catalyst facilitates the given reaction. (1) Reactant: CCN(C(C)C)C(C)C.[NH:10]([C:12]([N:14]1[CH2:19][CH2:18][N:17]([C:20]([O:22][C:23]([CH3:26])([CH3:25])[CH3:24])=[O:21])[CH2:16][CH2:15]1)=[S:13])[NH2:11].[CH2:27]([O:34][N:35]1[C:41](=[O:42])[N:40]2[CH2:43][C@H:36]1[CH2:37][CH2:38][C@H:39]2[C:44](O)=[O:45])[C:28]1[CH:33]=[CH:32][CH:31]=[CH:30][CH:29]=1.CN(C(ON1N=NC2C=CC=NC1=2)=[N+](C)C)C.F[P-](F)(F)(F)(F)F. Product: [CH2:27]([O:34][N:35]1[C:41](=[O:42])[N:40]2[CH2:43][C@H:36]1[CH2:37][CH2:38][C@H:39]2[C:44]([NH:11][NH:10][C:12]([N:14]1[CH2:19][CH2:18][N:17]([C:20]([O:22][C:23]([CH3:26])([CH3:25])[CH3:24])=[O:21])[CH2:16][CH2:15]1)=[S:13])=[O:45])[C:28]1[CH:29]=[CH:30][CH:31]=[CH:32][CH:33]=1. The catalyst class is: 3. (2) Reactant: [NH2:1][C:2]1[N:7]=[CH:6][N:5]=[C:4]2[N:8]([C@@H:25]3[CH2:30][CH2:29][CH2:28][N:27]([C:31](=[O:35])[CH2:32][C:33]#[N:34])[CH2:26]3)[N:9]=[C:10]([C:11]3[CH:16]=[CH:15][C:14]([O:17][C:18]4[CH:23]=[CH:22][CH:21]=[CH:20][CH:19]=4)=[CH:13][C:12]=3[F:24])[C:3]=12.[OH:36][CH:37]1[CH2:42][CH2:41][N:40]([C:43]([CH3:47])([CH3:46])[CH:44]=O)[CH2:39][CH2:38]1.N1CCCC1.C(Cl)Cl. Product: [NH2:1][C:2]1[N:7]=[CH:6][N:5]=[C:4]2[N:8]([C@@H:25]3[CH2:30][CH2:29][CH2:28][N:27]([C:31]([C:32](=[CH:47][C:43]([N:40]4[CH2:41][CH2:42][CH:37]([OH:36])[CH2:38][CH2:39]4)([CH3:44])[CH3:46])[C:33]#[N:34])=[O:35])[CH2:26]3)[N:9]=[C:10]([C:11]3[CH:16]=[CH:15][C:14]([O:17][C:18]4[CH:19]=[CH:20][CH:21]=[CH:22][CH:23]=4)=[CH:13][C:12]=3[F:24])[C:3]=12. The catalyst class is: 250.